Dataset: NCI-60 drug combinations with 297,098 pairs across 59 cell lines. Task: Regression. Given two drug SMILES strings and cell line genomic features, predict the synergy score measuring deviation from expected non-interaction effect. (1) Drug 1: CC1CC2CCC3C(=C)CC(O3)CCC45CC6C(O4)C7C(O6)C(O5)C8C(O7)CCC(O8)CC(=O)CC9C(CC(C1=C)O2)OC(C9OC)CC(CN)O.CS(=O)(=O)O. Drug 2: CC1C(C(CC(O1)OC2CC(CC3=C2C(=C4C(=C3O)C(=O)C5=CC=CC=C5C4=O)O)(C(=O)C)O)N)O. Cell line: SK-OV-3. Synergy scores: CSS=32.7, Synergy_ZIP=-3.54, Synergy_Bliss=-4.07, Synergy_Loewe=-2.00, Synergy_HSA=-0.727. (2) Cell line: PC-3. Synergy scores: CSS=20.7, Synergy_ZIP=-1.38, Synergy_Bliss=0.290, Synergy_Loewe=0.853, Synergy_HSA=2.66. Drug 2: C(CCl)NC(=O)N(CCCl)N=O. Drug 1: CN(CCCl)CCCl.Cl. (3) Drug 1: CCC1=CC2CC(C3=C(CN(C2)C1)C4=CC=CC=C4N3)(C5=C(C=C6C(=C5)C78CCN9C7C(C=CC9)(C(C(C8N6C)(C(=O)OC)O)OC(=O)C)CC)OC)C(=O)OC.C(C(C(=O)O)O)(C(=O)O)O. Drug 2: C1CCC(CC1)NC(=O)N(CCCl)N=O. Cell line: MCF7. Synergy scores: CSS=20.2, Synergy_ZIP=-7.34, Synergy_Bliss=-7.28, Synergy_Loewe=-15.2, Synergy_HSA=-6.11. (4) Drug 1: CC1C(C(CC(O1)OC2CC(OC(C2O)C)OC3=CC4=CC5=C(C(=O)C(C(C5)C(C(=O)C(C(C)O)O)OC)OC6CC(C(C(O6)C)O)OC7CC(C(C(O7)C)O)OC8CC(C(C(O8)C)O)(C)O)C(=C4C(=C3C)O)O)O)O. Drug 2: CCCCC(=O)OCC(=O)C1(CC(C2=C(C1)C(=C3C(=C2O)C(=O)C4=C(C3=O)C=CC=C4OC)O)OC5CC(C(C(O5)C)O)NC(=O)C(F)(F)F)O. Cell line: MDA-MB-231. Synergy scores: CSS=54.1, Synergy_ZIP=1.62, Synergy_Bliss=1.70, Synergy_Loewe=-6.62, Synergy_HSA=3.32. (5) Drug 1: CC1C(C(CC(O1)OC2CC(CC3=C2C(=C4C(=C3O)C(=O)C5=C(C4=O)C(=CC=C5)OC)O)(C(=O)C)O)N)O.Cl. Drug 2: CN1C2=C(C=C(C=C2)N(CCCl)CCCl)N=C1CCCC(=O)O.Cl. Cell line: SK-MEL-2. Synergy scores: CSS=19.4, Synergy_ZIP=-0.366, Synergy_Bliss=8.18, Synergy_Loewe=-2.54, Synergy_HSA=6.25. (6) Drug 1: CC1C(C(CC(O1)OC2CC(CC3=C2C(=C4C(=C3O)C(=O)C5=C(C4=O)C(=CC=C5)OC)O)(C(=O)C)O)N)O.Cl. Drug 2: CC1=C(N=C(N=C1N)C(CC(=O)N)NCC(C(=O)N)N)C(=O)NC(C(C2=CN=CN2)OC3C(C(C(C(O3)CO)O)O)OC4C(C(C(C(O4)CO)O)OC(=O)N)O)C(=O)NC(C)C(C(C)C(=O)NC(C(C)O)C(=O)NCCC5=NC(=CS5)C6=NC(=CS6)C(=O)NCCC[S+](C)C)O. Cell line: NCIH23. Synergy scores: CSS=50.1, Synergy_ZIP=0.0381, Synergy_Bliss=3.84, Synergy_Loewe=-0.813, Synergy_HSA=6.33. (7) Drug 1: CC1C(C(CC(O1)OC2CC(CC3=C2C(=C4C(=C3O)C(=O)C5=C(C4=O)C(=CC=C5)OC)O)(C(=O)C)O)N)O.Cl. Drug 2: C1C(C(OC1N2C=C(C(=O)NC2=O)F)CO)O. Cell line: MOLT-4. Synergy scores: CSS=82.2, Synergy_ZIP=3.31, Synergy_Bliss=3.26, Synergy_Loewe=-1.38, Synergy_HSA=6.06. (8) Cell line: OVCAR3. Synergy scores: CSS=-3.34, Synergy_ZIP=-0.127, Synergy_Bliss=-5.86, Synergy_Loewe=-30.6, Synergy_HSA=-9.66. Drug 2: CC1=C(N=C(N=C1N)C(CC(=O)N)NCC(C(=O)N)N)C(=O)NC(C(C2=CN=CN2)OC3C(C(C(C(O3)CO)O)O)OC4C(C(C(C(O4)CO)O)OC(=O)N)O)C(=O)NC(C)C(C(C)C(=O)NC(C(C)O)C(=O)NCCC5=NC(=CS5)C6=NC(=CS6)C(=O)NCCC[S+](C)C)O. Drug 1: C1CCC(C1)C(CC#N)N2C=C(C=N2)C3=C4C=CNC4=NC=N3.